Dataset: Tyrosyl-DNA phosphodiesterase HTS with 341,365 compounds. Task: Binary Classification. Given a drug SMILES string, predict its activity (active/inactive) in a high-throughput screening assay against a specified biological target. The drug is O1C(CC(NCc2ccc(OC(C)C)cc2)CC1)(C)C. The result is 0 (inactive).